Dataset: Forward reaction prediction with 1.9M reactions from USPTO patents (1976-2016). Task: Predict the product of the given reaction. (1) Given the reactants [CH:1]1[C:10]2[C:5](=[CH:6][C:7]([CH2:11]O)=[CH:8][CH:9]=2)[CH:4]=[CH:3][N:2]=1.[BrH:13].C(OCC)C, predict the reaction product. The product is: [BrH:13].[Br:13][CH2:11][C:7]1[CH:6]=[C:5]2[C:10](=[CH:9][CH:8]=1)[CH:1]=[N:2][CH:3]=[CH:4]2. (2) Given the reactants [N+:1]([C:4]1[CH:9]=[CH:8][C:7]([N:10]2[CH2:15][CH2:14][NH:13][CH2:12][CH2:11]2)=[CH:6][CH:5]=1)([O-:3])=[O:2].[CH2:16]1[O:19][C@H:17]1[CH3:18].C(Cl)Cl.CO, predict the reaction product. The product is: [N+:1]([C:4]1[CH:5]=[CH:6][C:7]([N:10]2[CH2:15][CH2:14][N:13]([CH2:16][C@@H:17]([OH:19])[CH3:18])[CH2:12][CH2:11]2)=[CH:8][CH:9]=1)([O-:3])=[O:2].